The task is: Binary Classification. Given a miRNA mature sequence and a target amino acid sequence, predict their likelihood of interaction.. This data is from Experimentally validated miRNA-target interactions with 360,000+ pairs, plus equal number of negative samples. (1) The miRNA is hsa-miR-3943 with sequence UAGCCCCCAGGCUUCACUUGGCG. The protein sequence of the target gene is MEEPMAFSSLRGSDRCPADDSLKKYEQSVKLSGIKRDIEELCEAVPQLVNVFKIKDKIGEGTFSSVYLATAQLQEGHEEKIALKHLIPTSHPMRIAAELQCLTVAGGQDNVMGLKYCFRKNDHVVIAMPYLEHESFLDILNSLSFQEVREYMYNLFVALKRIHQFGIVHRDVKPSNFLYNRRLKKYALVDFGLAQGTRDTKIELLKFVQSEAQQEDCSRNKYHGVVGHKGLLSRPAPKTVDQQCTPKTSVKRSYTQVHIKQGKDGKERSVGLSVQRSVFGERNFNIHSSISHESPAEKLI.... Result: 0 (no interaction). (2) The miRNA is hsa-miR-1178-5p with sequence CAGGGUCAGCUGAGCAUG. The protein sequence of the target gene is MGDEDEDEGCAVELQITEANLTGHEEKVSVENFALLKVLGTGAYGKVFLVRKTGGHDAGKLYAMKVLRKAALVQRAKTQEHTRTERSVLELVRQAPFLVTLHYAFQTDAKLHLILDYVSGGEMFTHLYQRQYFKEAEVRVYGGEIVLALEHLHKLGIIYRDLKLENVLLDSEGHIVLTDFGLSKEFLTEEKERTFSFCGTIEYMAPEIIRSKAGHGKAVDWWSLGILLFELLTGASPFTLEGERNTQAEVSRRILKCSPPFPLRIGPVAQDLLQRLLCKDPKKRLGAGPQGAQEVKSHPF.... Result: 0 (no interaction).